The task is: Binary Classification. Given a drug SMILES string, predict its activity (active/inactive) in a high-throughput screening assay against a specified biological target.. This data is from Cav3 T-type calcium channel HTS with 100,875 compounds. The compound is S(=O)(=O)(NCCC(=O)Nc1cc(ccc1)C)c1c2nsnc2ccc1. The result is 0 (inactive).